This data is from Catalyst prediction with 721,799 reactions and 888 catalyst types from USPTO. The task is: Predict which catalyst facilitates the given reaction. (1) Reactant: [F:1][C:2]1[CH:7]=[C:6]([F:8])[CH:5]=[CH:4][C:3]=1[C:9](=O)[CH2:10][CH2:11][C:12]([OH:14])=[O:13].[C:16]1(C)C=CC=CC=1.[I-].CP(C1C=CC=CC=1)(C1C=CC=CC=1)C1C=CC=CC=1.CC(C)([O-])C.[Na+]. Product: [F:1][C:2]1[CH:7]=[C:6]([F:8])[CH:5]=[CH:4][C:3]=1[C:9](=[CH2:16])[CH2:10][CH2:11][C:12]([OH:14])=[O:13]. The catalyst class is: 6. (2) Reactant: N[CH2:2][CH:3]1[CH2:8][CH2:7][N:6]([C:9]([O:11][C:12]([CH3:15])([CH3:14])[CH3:13])=[O:10])[CH2:5][CH2:4]1.C=O.[C:18]([BH3-])#[N:19].[Na+].[C:22](O)(=O)C. Product: [C:12]([O:11][C:9]([N:6]1[CH2:7][CH2:8][CH:3]([CH2:2][N:19]([CH3:18])[CH3:22])[CH2:4][CH2:5]1)=[O:10])([CH3:15])([CH3:14])[CH3:13]. The catalyst class is: 10.